From a dataset of Reaction yield outcomes from USPTO patents with 853,638 reactions. Predict the reaction yield, written as a fraction of the theoretical maximum amount of product (1.0 means a 100% yield; for example, 0.34 means a 34% yield). (1) The reactants are [NH:1]1[C:5]2[CH:6]=[CH:7][CH:8]=[CH:9][C:4]=2[N:3]=[C:2]1[CH2:10][N:11]1[C@H:24]2[C@@H:15]([CH2:16][CH2:17][C:18]3[C:23]2=[N:22][CH:21]=[CH:20][CH:19]=3)[CH2:14][CH2:13][CH2:12]1.C(=O)([O-])[O-].[K+].[K+].Cl.Cl[CH2:33][CH:34]1[CH2:39][CH2:38][CH2:37][N:36]([CH3:40])[CH2:35]1.[I-].[K+]. The catalyst is CN(C)C=O.O. The product is [CH3:40][N:36]1[CH2:37][CH2:38][CH2:39][CH:34]([CH2:33][N:1]2[C:5]3[CH:6]=[CH:7][CH:8]=[CH:9][C:4]=3[N:3]=[C:2]2[CH2:10][N:11]2[C@H:24]3[C@@H:15]([CH2:16][CH2:17][C:18]4[C:23]3=[N:22][CH:21]=[CH:20][CH:19]=4)[CH2:14][CH2:13][CH2:12]2)[CH2:35]1. The yield is 0.390. (2) The reactants are Cl[C:2]1[N:3]=[C:4]([NH:21][C:22]2[CH:30]=[CH:29][CH:28]=[C:27]([F:31])[C:23]=2[C:24]([NH2:26])=[O:25])[C:5]2[CH:10]=[CH:9][N:8]([S:11]([C:14]3[CH:19]=[CH:18][C:17]([CH3:20])=[CH:16][CH:15]=3)(=[O:13])=[O:12])[C:6]=2[N:7]=1.[CH3:32][N:33]([CH2:35][C:36]([N:38]1[C:46]2[C:41](=[CH:42][C:43]([O:48][CH3:49])=[C:44]([NH2:47])[CH:45]=2)[CH2:40][CH2:39]1)=[O:37])[CH3:34].Cl.O1CCOCC1. The catalyst is FC(F)(F)CO.[NH4+].[OH-].C1COCC1. The product is [CH3:32][N:33]([CH3:34])[CH2:35][C:36]([N:38]1[C:46]2[C:41](=[CH:42][C:43]([O:48][CH3:49])=[C:44]([NH:47][C:2]3[N:3]=[C:4]([NH:21][C:22]4[CH:30]=[CH:29][CH:28]=[C:27]([F:31])[C:23]=4[C:24]([NH2:26])=[O:25])[C:5]4[CH:10]=[CH:9][N:8]([S:11]([C:14]5[CH:19]=[CH:18][C:17]([CH3:20])=[CH:16][CH:15]=5)(=[O:13])=[O:12])[C:6]=4[N:7]=3)[CH:45]=2)[CH2:40][CH2:39]1)=[O:37]. The yield is 0.510. (3) The reactants are Cl.[F:2][C:3]1[CH:26]=[CH:25][C:6]([C:7]([NH:9][C:10]2[C:11]3[CH2:22][NH:21][C:20]([CH3:24])([CH3:23])[C:12]=3[N:13](C(OCC)=O)[N:14]=2)=[O:8])=[CH:5][CH:4]=1.C(N(CC)C(C)C)(C)C.CN(C(ON1N=NC2C=CC=CC1=2)=[N+](C)C)C.[B-](F)(F)(F)F.Cl.[CH3:59][N:60]1[CH2:65][CH2:64][CH:63]([C:66](O)=[O:67])[CH2:62][CH2:61]1.C(Cl)Cl.CO.[NH4+].[OH-]. The catalyst is ClCCl.CCOC(C)=O.CCCCCC. The product is [CH3:23][C:20]1([CH3:24])[C:12]2=[N:13][NH:14][C:10]([NH:9][C:7](=[O:8])[C:6]3[CH:5]=[CH:4][C:3]([F:2])=[CH:26][CH:25]=3)=[C:11]2[CH2:22][N:21]1[C:66]([CH:63]1[CH2:64][CH2:65][N:60]([CH3:59])[CH2:61][CH2:62]1)=[O:67]. The yield is 0.690. (4) The reactants are C([O-])(=O)C.[K+].Br[C:7]1[CH:15]=[CH:14][C:13]2[C:9](=[CH:10][N:11]([CH3:16])[N:12]=2)[CH:8]=1.[B:17]1([B:17]2[O:21][C:20]([CH3:23])([CH3:22])[C:19]([CH3:25])([CH3:24])[O:18]2)[O:21][C:20]([CH3:23])([CH3:22])[C:19]([CH3:25])([CH3:24])[O:18]1.ClCCl. The catalyst is O1CCOCC1. The product is [CH3:16][N:11]1[CH:10]=[C:9]2[C:13]([CH:14]=[CH:15][C:7]([B:17]3[O:21][C:20]([CH3:23])([CH3:22])[C:19]([CH3:25])([CH3:24])[O:18]3)=[CH:8]2)=[N:12]1. The yield is 0.640. (5) The reactants are [N+:1]([C:4]1[N:9]=[CH:8][C:7]([N:10]2[CH2:15][CH2:14][N:13]([C:16]([O:18][C:19]([CH3:22])([CH3:21])[CH3:20])=[O:17])[CH2:12][CH2:11]2)=[CH:6][CH:5]=1)([O-])=O. The catalyst is [Pd].C(O)C. The product is [NH2:1][C:4]1[N:9]=[CH:8][C:7]([N:10]2[CH2:15][CH2:14][N:13]([C:16]([O:18][C:19]([CH3:22])([CH3:21])[CH3:20])=[O:17])[CH2:12][CH2:11]2)=[CH:6][CH:5]=1. The yield is 0.970. (6) The reactants are Br[C:2]1[CH:3]=[C:4]2[CH:10]=[CH:9][NH:8][C:5]2=[N:6][CH:7]=1.Cl.[B:12]1([B:12]2[O:16][C:15]([CH3:18])([CH3:17])[C:14]([CH3:20])([CH3:19])[O:13]2)[O:16][C:15]([CH3:18])([CH3:17])[C:14]([CH3:20])([CH3:19])[O:13]1.C([O-])(=O)C.[K+]. The catalyst is CN(C=O)C.[Pd].C1C=CC(P(C2C=CC=CC=2)[C-]2C=CC=C2)=CC=1.C1C=CC(P(C2C=CC=CC=2)[C-]2C=CC=C2)=CC=1.Cl[Pd]Cl.[Fe+2]. The product is [CH3:19][C:14]1([CH3:20])[C:15]([CH3:18])([CH3:17])[O:16][B:12]([C:2]2[CH:3]=[C:4]3[CH:10]=[CH:9][NH:8][C:5]3=[N:6][CH:7]=2)[O:13]1. The yield is 1.12. (7) The reactants are Br[C:2]1[CH:7]=[CH:6][C:5]([CH2:8][N:9]2[C:17](=[O:18])[C:16]3[C:11](=[CH:12][CH:13]=[CH:14][CH:15]=3)[C:10]2=[O:19])=[C:4]([Cl:20])[CH:3]=1.[Cl:21][C:22]1[CH:23]=[C:24]([C:29]([OH:36])([CH:34]=[CH2:35])[C:30]([F:33])([F:32])[F:31])[CH:25]=[C:26]([Cl:28])[CH:27]=1.C([O-])(=O)C.[Na+].Cl. The catalyst is CN(C)C(=O)C.CC1C(P(C2C([CH2-])=CC=CC=2)C2C(C)=CC=CC=2)=CC=CC=1.CC1C(P(C2C([CH2-])=CC=CC=2)C2C(C)=CC=CC=2)=CC=CC=1.CC(O)=O.CC(O)=O.[Pd].[Pd]. The product is [Cl:20][C:4]1[CH:3]=[C:2](/[CH:35]=[CH:34]/[C:29]([C:24]2[CH:25]=[C:26]([Cl:28])[CH:27]=[C:22]([Cl:21])[CH:23]=2)([OH:36])[C:30]([F:32])([F:31])[F:33])[CH:7]=[CH:6][C:5]=1[CH2:8][N:9]1[C:17](=[O:18])[C:16]2[C:11](=[CH:12][CH:13]=[CH:14][CH:15]=2)[C:10]1=[O:19]. The yield is 0.970. (8) The reactants are Br[C:2]1[CH:10]=[C:9]2[C:5]([C:6]3[CH2:15][CH2:14][N:13]([C:16]([O:18][C:19]([CH3:22])([CH3:21])[CH3:20])=[O:17])[CH2:12][C:7]=3[N:8]2[CH3:11])=[CH:4][CH:3]=1.[F:23][C:24]([F:39])([F:38])[C:25]1[CH:26]=[CH:27][C:28]([C:31]2[CH:36]=[CH:35][NH:34][C:33](=[O:37])[CH:32]=2)=[N:29][CH:30]=1. No catalyst specified. The product is [CH3:11][N:8]1[C:9]2[C:5](=[CH:4][CH:3]=[C:2]([N:34]3[CH:35]=[CH:36][C:31]([C:28]4[CH:27]=[CH:26][C:25]([C:24]([F:23])([F:38])[F:39])=[CH:30][N:29]=4)=[CH:32][C:33]3=[O:37])[CH:10]=2)[C:6]2[CH2:15][CH2:14][N:13]([C:16]([O:18][C:19]([CH3:22])([CH3:21])[CH3:20])=[O:17])[CH2:12][C:7]1=2. The yield is 0.660.